This data is from Forward reaction prediction with 1.9M reactions from USPTO patents (1976-2016). The task is: Predict the product of the given reaction. Given the reactants [CH3:1][S:2]([C:5]1[CH:10]=[CH:9][C:8]([NH:11][CH2:12][C:13]2[CH:14]=[C:15]([C:19]3[CH:20]=[C:21]([C:29]([CH3:33])([CH3:32])[C:30]#[N:31])[CH:22]=[C:23]4[C:28]=3[N:27]=[CH:26][CH:25]=[CH:24]4)[CH:16]=[CH:17][CH:18]=2)=[CH:7][CH:6]=1)(=O)=O.[H-].[Na+].[F:36][C:37]1[CH:44]=[CH:43][C:40]([CH2:41]Br)=[CH:39][CH:38]=1, predict the reaction product. The product is: [F:36][C:37]1[CH:44]=[CH:43][C:40]([CH2:41][N:11]([CH2:12][C:13]2[CH:14]=[C:15]([C:19]3[CH:20]=[C:21]([C:29]([CH3:33])([CH3:32])[C:30]#[N:31])[CH:22]=[C:23]4[C:28]=3[N:27]=[CH:26][CH:25]=[CH:24]4)[CH:16]=[CH:17][CH:18]=2)[C:8]2[CH:9]=[CH:10][C:5]([S:2][CH3:1])=[CH:6][CH:7]=2)=[CH:39][CH:38]=1.